Dataset: Reaction yield outcomes from USPTO patents with 853,638 reactions. Task: Predict the reaction yield, written as a fraction of the theoretical maximum amount of product (1.0 means a 100% yield; for example, 0.34 means a 34% yield). (1) The reactants are [Na:1].C(C1(CCO[C:17]2[CH:22]=[CH:21][N:20]=[C:19]([CH2:23][S:24]([C:26]3[NH:30][C:29]4[CH:31]=[CH:32][CH:33]=[CH:34][C:28]=4[N:27]=3)=[O:25])[C:18]=2[CH3:35])OCC2(OCCO2)CO1)C.ClC1C=CC=C(C(OO)=O)C=1.[O:47]1[CH2:51][CH2:50][O:49][CH:48]1[CH2:52][OH:53]. No catalyst specified. The product is [Na:1].[O:47]1[CH2:51][CH2:50][O:49][CH:48]1[CH2:52][O:53][C:17]1[CH:22]=[CH:21][N:20]=[C:19]([CH2:23][S:24]([C:26]2[NH:27][C:28]3[CH:34]=[CH:33][CH:32]=[CH:31][C:29]=3[N:30]=2)=[O:25])[C:18]=1[CH3:35]. The yield is 0.172. (2) The reactants are C([Li])CCC.Br[C:7]1[CH:15]=[C:14]2[C:10]([CH2:11][CH2:12][CH:13]2[CH3:16])=[CH:9][CH:8]=1.C(=O)=O.CC(C)=O.[N:24]([C:33]([O:35][C:36]([CH3:39])([CH3:38])[CH3:37])=[O:34])=[N:25][C:26]([O:28][C:29]([CH3:32])([CH3:31])[CH3:30])=[O:27]. The catalyst is O1CCCC1. The product is [CH3:16][C:13]1[C:14]2[C:10](=[CH:9][CH:8]=[C:7]([N:24]([C:33]([O:35][C:36]([CH3:39])([CH3:38])[CH3:37])=[O:34])[NH:25][C:26]([O:28][C:29]([CH3:30])([CH3:31])[CH3:32])=[O:27])[CH:15]=2)[CH2:11][CH:12]=1. The yield is 0.467. (3) The reactants are [C:1]([O:7][C:8]([CH3:11])([CH3:10])[CH3:9])(=[O:6])[CH2:2][C:3]([CH3:5])=O.[F:12][C:13]1[CH:20]=[CH:19][C:16]([CH:17]=O)=[CH:15][CH:14]=1.[NH4+:21].[OH-:22]. The catalyst is CCO.C(Cl)Cl. The product is [F:12][C:13]1[CH:20]=[CH:19][C:16]([CH:17]2[C:2]([C:1]([O:7][C:8]([CH3:11])([CH3:10])[CH3:9])=[O:6])=[C:3]([CH3:5])[NH:21][C:3]([CH3:5])=[C:2]2[C:1]([O:7][C:8]([CH3:11])([CH3:10])[CH3:9])=[O:22])=[CH:15][CH:14]=1. The yield is 0.380.